From a dataset of Full USPTO retrosynthesis dataset with 1.9M reactions from patents (1976-2016). Predict the reactants needed to synthesize the given product. (1) Given the product [C:1]([O:5][C:6]([N:7]1[CH2:8][CH2:9][CH:15]=[CH:14][CH2:13][CH2:12]1)=[O:16])([CH3:2])([CH3:3])[CH3:4], predict the reactants needed to synthesize it. The reactants are: [C:1]([O:5][C:6](=[O:16])[N:7]([CH2:12][CH2:13][CH:14]=[CH2:15])[CH2:8][CH2:9]C=C)([CH3:4])([CH3:3])[CH3:2]. (2) Given the product [CH2:28]([O:30][C:31](=[O:36])[CH2:32][C:33]([NH:1][C@@H:2]1[C:8](=[O:9])[N:7]([CH2:10][CH2:11][O:12][CH2:13][C:14]2[CH:19]=[CH:18][CH:17]=[CH:16][CH:15]=2)[C:6]2[CH:20]=[CH:21][CH:22]=[CH:23][C:5]=2[C:4]2[CH:24]=[CH:25][CH:26]=[CH:27][C:3]1=2)=[O:34])[CH3:29], predict the reactants needed to synthesize it. The reactants are: [NH2:1][C@@H:2]1[C:8](=[O:9])[N:7]([CH2:10][CH2:11][O:12][CH2:13][C:14]2[CH:19]=[CH:18][CH:17]=[CH:16][CH:15]=2)[C:6]2[CH:20]=[CH:21][CH:22]=[CH:23][C:5]=2[C:4]2[CH:24]=[CH:25][CH:26]=[CH:27][C:3]1=2.[CH2:28]([O:30][C:31](=[O:36])[CH2:32][C:33](O)=[O:34])[CH3:29].